From a dataset of CYP2C9 inhibition data for predicting drug metabolism from PubChem BioAssay. Regression/Classification. Given a drug SMILES string, predict its absorption, distribution, metabolism, or excretion properties. Task type varies by dataset: regression for continuous measurements (e.g., permeability, clearance, half-life) or binary classification for categorical outcomes (e.g., BBB penetration, CYP inhibition). Dataset: cyp2c9_veith. (1) The drug is Cc1ccc(NC(=O)CCSc2nnc3ccccn23)cc1. The result is 0 (non-inhibitor). (2) The compound is CCn1nccc1C(=O)Nc1nc2ccccc2n1CCN1CCCCC1. The result is 0 (non-inhibitor).